This data is from Catalyst prediction with 721,799 reactions and 888 catalyst types from USPTO. The task is: Predict which catalyst facilitates the given reaction. (1) The catalyst class is: 7. Product: [N:42]1([CH2:6][CH:7]2[CH2:8][CH:9]([NH:11][C:12]([NH:13][C:14]3[CH:19]=[C:18]([CH2:20][N:21]4[C:25]([CH3:27])([CH3:26])[C:24](=[O:28])[N:23]([C:29]5[CH:30]=[CH:31][C:32]([S:35][C:36]([F:37])([F:38])[F:39])=[CH:33][CH:34]=5)[C:22]4=[O:40])[CH:17]=[CH:16][N:15]=3)=[O:41])[CH2:10]2)[CH2:45][CH2:44][CH2:43]1. Reactant: CS(O[CH2:6][CH:7]1[CH2:10][CH:9]([NH:11][C:12](=[O:41])[NH:13][C:14]2[CH:19]=[C:18]([CH2:20][N:21]3[C:25]([CH3:27])([CH3:26])[C:24](=[O:28])[N:23]([C:29]4[CH:34]=[CH:33][C:32]([S:35][C:36]([F:39])([F:38])[F:37])=[CH:31][CH:30]=4)[C:22]3=[O:40])[CH:17]=[CH:16][N:15]=2)[CH2:8]1)(=O)=O.[NH:42]1[CH2:45][CH2:44][CH2:43]1. (2) Reactant: [Cl:1][C:2]1[CH:16]=[CH:15][CH:14]=[CH:13][C:3]=1[C:4]([C:6]1[CH:11]=[CH:10][C:9]([Cl:12])=[CH:8][CH:7]=1)=[O:5].[BH4-].[Na+]. Product: [Cl:1][C:2]1[CH:16]=[CH:15][CH:14]=[CH:13][C:3]=1[CH:4]([C:6]1[CH:7]=[CH:8][C:9]([Cl:12])=[CH:10][CH:11]=1)[OH:5]. The catalyst class is: 353.